This data is from Full USPTO retrosynthesis dataset with 1.9M reactions from patents (1976-2016). The task is: Predict the reactants needed to synthesize the given product. Given the product [Cl:27][C:7]1[CH:6]=[C:5]2[C:10](=[CH:9][CH:8]=1)[C:11]1[NH:15][C:14]([C:16]3[C:21]([F:22])=[CH:20][CH:19]=[CH:18][C:17]=3[Cl:23])=[N:13][C:12]=1[C:24]1[CH:25]=[CH:26][C:2]([C:28]#[N:29])=[CH:3][C:4]2=1, predict the reactants needed to synthesize it. The reactants are: Br[C:2]1[CH:3]=[C:4]2[C:24](=[CH:25][CH:26]=1)[C:12]1[NH:13][C:14]([C:16]3[C:21]([F:22])=[CH:20][CH:19]=[CH:18][C:17]=3[Cl:23])=[N:15][C:11]=1[C:10]1[CH:9]=[CH:8][C:7]([Cl:27])=[CH:6][C:5]2=1.[CH3:28][N:29](C=O)C.